This data is from NCI-60 drug combinations with 297,098 pairs across 59 cell lines. The task is: Regression. Given two drug SMILES strings and cell line genomic features, predict the synergy score measuring deviation from expected non-interaction effect. Synergy scores: CSS=16.5, Synergy_ZIP=0.868, Synergy_Bliss=-0.0415, Synergy_Loewe=-0.946, Synergy_HSA=-0.824. Cell line: DU-145. Drug 2: C#CCC(CC1=CN=C2C(=N1)C(=NC(=N2)N)N)C3=CC=C(C=C3)C(=O)NC(CCC(=O)O)C(=O)O. Drug 1: C1=C(C(=O)NC(=O)N1)N(CCCl)CCCl.